Dataset: Experimentally validated miRNA-target interactions with 360,000+ pairs, plus equal number of negative samples. Task: Binary Classification. Given a miRNA mature sequence and a target amino acid sequence, predict their likelihood of interaction. (1) The miRNA is hsa-miR-582-3p with sequence UAACUGGUUGAACAACUGAACC. The protein sequence of the target gene is MPGAGDGGKAPARWLGTGLLGLFLLPVTLSLEVSVGKATDIYAVNGTEILLPCTFSSCFGFEDLHFRWTYNSSDAFKILIEGTVKNEKSDPKVTLKDDDRITLVGSTKEKMNNISIVLRDLEFSDTGKYTCHVKNPKENNLQHHATIFLQVVDRLEEVDNTVTLIILAVVGGVIGLLILILLIKKLIIFILKKTREKKKECLVSSSGNDNTENGLPGSKAEEKPPSKV. Result: 1 (interaction). (2) The miRNA is hsa-miR-433-5p with sequence UACGGUGAGCCUGUCAUUAUUC. The protein sequence of the target gene is MSVSGLKAELKFLASIFDKNHERFRIVSWKLDELHCQFLVPPPPPPPGSSLSPPPPLTLHCNITESYPSSSPIWFVDSDDPNLTSVLERLEDTKNNSSLRQQLKWLICDLCRLYNLPKHLDVEMLDQPLPTGQNGTTEEVTSEEEEEEEMAEDIEDLDHYEMKEEEPINGKKSEDEGIEKENLAILEKIRKTQRQDHLNGAVSGSVQASDRLMKELRDVYRSQSYKAGIYSVELINDSLYDWHVKLHKVDSDSPLHSDLQILKEKEGIEYILLNFSFKDNFPFDPPFVRVVLPVLSGGYV.... Result: 0 (no interaction). (3) The miRNA is hsa-miR-106a-5p with sequence AAAAGUGCUUACAGUGCAGGUAG. The protein sequence of the target gene is MEAQGVAEGAGPGAASGVPHPAALAPAAAPTLAPASVAAAASQFTLLVMQPCAGQDEAAAPGGSVGAGKPVRYLCEGAGDGEEEAGEDEADLLDTSDPPGGGESAASLEDLEDEETHSGGEGSSGGARRRGSGGGSMSKTCTYEGCSETTSQVAKQRKPWMCKKHRNKMYKDKYKKKKSDQALNCGGTASTGSAGNVKLEESADNILSIVKQRTGSFGDRPARPTLLEQVLNQKRLSLLRSPEVVQFLQKQQQLLNQQVLEQRQQQFPGTSM. Result: 1 (interaction). (4) The miRNA is hsa-miR-363-3p with sequence AAUUGCACGGUAUCCAUCUGUA. The protein sequence of the target gene is MQWRALVLGLVLLRLGLHGVLWLVFGLGPSMGFYQRFPLSFGFQRLRSPDGPASPTSGPVGRPGGVSGPSWLQPPGTGAAQSPRKAPRRPGPGMCGPANWGYVLGGRGRGPDEYEKRYSGAFPPQLRAQMRDLARGMFVFGYDNYMAHAFPQDELNPIHCRGRGPDRGDPSNLNINDVLGNYSLTLVDALDTLAIMGNSSEFQKAVKLVINTVSFDKDSTVQVFEATIRVLGSLLSAHRIITDSKQPFGDMTIKDYDNELLYMAHDLAVRLLPAFENTKTGIPYPRVNLKTGVPPDTNNE.... Result: 1 (interaction). (5) The miRNA is hsa-miR-3689a-3p with sequence CUGGGAGGUGUGAUAUCGUGGU. The protein sequence of the target gene is MDRLQTALLVVLVLLAVALQATEAGPYGANMEDSVCCRDYVRYRLPLRVVKHFYWTSDSCPRPGVVLLTFRDKEICADPRVPWVKMILNKLSQ. Result: 1 (interaction). (6) The miRNA is hsa-miR-6764-5p with sequence UCCCAGGGUCUGGUCAGAGUUG. The protein sequence of the target gene is METLKDKTLQELEELQNDSEAIDQLALESPEVQDLQLEREMALATNRSLAERNLEFQGPLEISRSNLSDRYQELRKLVERCQEQKAKLEKFSSALQPGTLLDLLQVEGMKIEEESEAMAEKFLEGEVPLETFLENFSSMRMLSHLRRVRVEKLQEVVRKPRASQELAGDAPPPRPPPPVRPVPQGTPPVVEEQPQPPLAMPPYPLPYSPSPSLPVGPTAHGALPPAPFPVVSQPSFYSGPLGPTYPAAQLGPRGAAGYSWSPQRSMPPRPGYPGTPMGASGPGYPLRGGRAPSPGYPQQS.... Result: 1 (interaction). (7) The miRNA is hsa-miR-4804-3p with sequence UGCUUAACCUUGCCCUCGAAA. The protein sequence of the target gene is MEPHVLGAVLYWLLLPCALLAACLLRFSGLSLVYLLFLLLLPWFPGPTRCGLQGHTGRLLRALLGLSLLFLVAHLALQICLHIVPRLDQLLGPSCSRWETLSRHIGVTRLDLKDIPNAIRLVAPDLGILVVSSVCLGICGRLARNTRQSPHPRELDDDERDVDASPTAGLQEAATLAPTRRSRLAARFRVTAHWLLVAAGRVLAVTLLALAGIAHPSALSSVYLLLFLALCTWWACHFPISTRGFSRLCVAVGCFGAGHLICLYCYQMPLAQALLPPAGIWARVLGLKDFVGPTNCSSPH.... Result: 0 (no interaction).